Predict the reaction yield, written as a fraction of the theoretical maximum amount of product (1.0 means a 100% yield; for example, 0.34 means a 34% yield). From a dataset of Reaction yield outcomes from USPTO patents with 853,638 reactions. (1) The reactants are [NH2:1][C:2]1[C:3]([C:8]([OH:10])=O)=[N:4][CH:5]=[CH:6][N:7]=1.CCN(CC)CC.CN(C(ON1N=NC2C=CC=CC1=2)=[N+](C)C)C.F[P-](F)(F)(F)(F)F.Cl.[F:43][C:44]1[CH:45]=[C:46]([C@@H:51]([NH2:53])[CH3:52])[CH:47]=[CH:48][C:49]=1[F:50]. The catalyst is C(Cl)Cl.CCOC(C)=O. The product is [NH2:1][C:2]1[C:3]([C:8]([NH:53][C@H:51]([C:46]2[CH:47]=[CH:48][C:49]([F:50])=[C:44]([F:43])[CH:45]=2)[CH3:52])=[O:10])=[N:4][CH:5]=[CH:6][N:7]=1. The yield is 0.930. (2) The reactants are F[C:2]1[CH:3]=[CH:4][CH:5]=[C:6]2[C:11]=1[CH:10]=[N:9][C:8]([OH:12])=[CH:7]2.[CH3:13][O-:14].[Na+]. The catalyst is CN(C=O)C.CO. The product is [CH3:13][O:14][C:2]1[CH:3]=[CH:4][CH:5]=[C:6]2[C:11]=1[CH:10]=[N:9][C:8]([OH:12])=[CH:7]2. The yield is 0.232. (3) The reactants are [CH2:1]([NH:8][C:9]([C:11]1[C:12]([NH:20][CH2:21][C:22]2[CH:27]=[CH:26][C:25]([O:28][CH3:29])=[C:24]([Cl:30])[CH:23]=2)=[N:13][C:14](S(C)=O)=[N:15][CH:16]=1)=[O:10])[C:2]1[CH:7]=[CH:6][CH:5]=[CH:4][CH:3]=1.Cl.[CH:32]12[CH2:37][CH:36]1[CH2:35][NH:34][CH2:33]2.C(N(CC)CC)C. The catalyst is C1COCC1. The product is [CH2:1]([NH:8][C:9]([C:11]1[C:12]([NH:20][CH2:21][C:22]2[CH:27]=[CH:26][C:25]([O:28][CH3:29])=[C:24]([Cl:30])[CH:23]=2)=[N:13][C:14]([N:34]2[CH2:35][CH:36]3[CH:32]([CH2:37]3)[CH2:33]2)=[N:15][CH:16]=1)=[O:10])[C:2]1[CH:7]=[CH:6][CH:5]=[CH:4][CH:3]=1. The yield is 0.240. (4) The reactants are [C:1]([O-:6])(=[O:5])[CH:2]([CH3:4])[CH3:3].C[N+](C)(C)C.C(O)(=O)C(C)C.[C:18](=[O:28])([S:26][CH3:27])[O:19][O:20][CH:21](Cl)[CH:22]([CH3:24])[CH3:23]. The catalyst is CCOC(C)=O. The product is [C:18](=[O:28])([S:26][CH3:27])[O:19][O:20][CH:21]([O:6][C:1](=[O:5])[CH:2]([CH3:4])[CH3:3])[CH:22]([CH3:24])[CH3:23]. The yield is 0.650. (5) The reactants are [I:1][C:2]1[S:6][C:5]([CH3:7])=[C:4]([CH2:8][C:9]2[CH:14]=[CH:13][C:12]([OH:15])=[CH:11][CH:10]=2)[CH:3]=1.[CH3:16][C:17]([Si:20](Cl)([CH3:22])[CH3:21])([CH3:19])[CH3:18].N1C=CN=C1. The catalyst is CN(C=O)C.CN(C1C=CN=CC=1)C. The product is [C:17]([Si:20]([O:15][C:12]1[CH:13]=[CH:14][C:9]([CH2:8][C:4]2[CH:3]=[C:2]([I:1])[S:6][C:5]=2[CH3:7])=[CH:10][CH:11]=1)([CH3:22])[CH3:21])([CH3:19])([CH3:18])[CH3:16]. The yield is 0.890.